Predict the reactants needed to synthesize the given product. From a dataset of Full USPTO retrosynthesis dataset with 1.9M reactions from patents (1976-2016). Given the product [C:3]([NH:6][CH:7]([CH2:18][C:19]1[S:23][CH:22]=[N:21][CH:20]=1)[C:8]([O:10][CH2:11][CH3:12])=[O:9])(=[O:5])[CH3:4], predict the reactants needed to synthesize it. The reactants are: [OH-].[Na+].[C:3]([NH:6][C:7]([CH2:18][C:19]1[S:23][CH:22]=[N:21][CH:20]=1)(C(OCC)=O)[C:8]([O:10][CH2:11][CH3:12])=[O:9])(=[O:5])[CH3:4].Cl.